From a dataset of Reaction yield outcomes from USPTO patents with 853,638 reactions. Predict the reaction yield, written as a fraction of the theoretical maximum amount of product (1.0 means a 100% yield; for example, 0.34 means a 34% yield). (1) The catalyst is C(O)C. The product is [C:12]([CH2:2][C:3]1[CH:4]=[C:5]([CH:8]=[C:9]([CH3:11])[CH:10]=1)[C:6]#[N:7])#[N:13]. The yield is 0.510. The reactants are Br[CH2:2][C:3]1[CH:4]=[C:5]([CH:8]=[C:9]([CH3:11])[CH:10]=1)[C:6]#[N:7].[C-:12]#[N:13].[K+]. (2) The reactants are [CH2:1]([O:8][CH:9]1[CH2:12][C:11](=[O:13])[CH2:10]1)[C:2]1[CH:7]=[CH:6][CH:5]=[CH:4][CH:3]=1.[BH4-].[Na+]. The catalyst is C(O)C. The product is [CH2:1]([O:8][C@@H:9]1[CH2:12][C@H:11]([OH:13])[CH2:10]1)[C:2]1[CH:7]=[CH:6][CH:5]=[CH:4][CH:3]=1. The yield is 0.920. (3) The reactants are [F:1][C:2]1[CH:3]=[C:4]([OH:9])[CH:5]=[C:6]([CH3:8])[CH:7]=1.[Si:10](Cl)([C:13]([CH3:16])([CH3:15])[CH3:14])([CH3:12])[CH3:11].N1C=CN=C1. The catalyst is ClCCl. The product is [C:13]([Si:10]([O:9][C:4]1[CH:5]=[C:6]([CH3:8])[CH:7]=[C:2]([F:1])[CH:3]=1)([CH3:12])[CH3:11])([CH3:16])([CH3:15])[CH3:14]. The yield is 1.00. (4) The reactants are [F:1][C:2]([F:41])([F:40])[C:3]1[CH:4]=[C:5]([C:13]([CH3:39])([CH3:38])[C:14]([N:16]([C:18]2[C:19]([C:31]3[CH:36]=[CH:35][CH:34]=[CH:33][C:32]=3[Cl:37])=[CH:20][C:21]([N:24]3[CH2:29][CH2:28][C:27](=O)[CH2:26][CH2:25]3)=[N:22][CH:23]=2)[CH3:17])=[O:15])[CH:6]=[C:7]([C:9]([F:12])([F:11])[F:10])[CH:8]=1.CO.C([BH3-])#[N:45].[Na+]. The catalyst is C(OCC)(=O)C. The product is [NH2:45][CH:27]1[CH2:28][CH2:29][N:24]([C:21]2[CH:20]=[C:19]([C:31]3[CH:36]=[CH:35][CH:34]=[CH:33][C:32]=3[Cl:37])[C:18]([N:16]([CH3:17])[C:14](=[O:15])[C:13]([C:5]3[CH:4]=[C:3]([C:2]([F:40])([F:41])[F:1])[CH:8]=[C:7]([C:9]([F:10])([F:12])[F:11])[CH:6]=3)([CH3:39])[CH3:38])=[CH:23][N:22]=2)[CH2:25][CH2:26]1. The yield is 0.640. (5) The reactants are [F:1][C:2]([F:7])([F:6])[C:3]([OH:5])=[O:4].[F:8][C:9]([F:14])([F:13])[C:10]([OH:12])=[O:11].FC(F)(F)C(O)=O.[Cl:22][C:23]1[CH:24]=[N:25][C:26]2[NH:27][C:28]3[CH:29]=[N:30][CH:31]=[C:32]([CH:54]=3)[CH2:33][CH2:34][C:35]3[CH:43]=[C:39]([NH:40][C:41]=1[N:42]=2)[CH:38]=[CH:37][C:36]=3[NH:44][C:45](=[O:53])[CH2:46][C@H:47]1[CH2:52][CH2:51][CH2:50][NH:49][CH2:48]1.[C:55](Cl)(=[O:62])[C:56]1[CH:61]=[CH:60][CH:59]=[CH:58][CH:57]=1. No catalyst specified. The product is [F:1][C:2]([F:7])([F:6])[C:3]([OH:5])=[O:4].[F:8][C:9]([F:14])([F:13])[C:10]([OH:12])=[O:11].[C:55]([N:49]1[CH2:50][CH2:51][CH2:52][C@H:47]([CH2:46][C:45]([NH:44][C:36]2[CH:37]=[CH:38][C:39]3[NH:40][C:41]4[N:42]=[C:26]([NH:27][C:28]5[CH:29]=[N:30][CH:31]=[C:32]([CH:54]=5)[CH2:33][CH2:34][C:35]=2[CH:43]=3)[N:25]=[CH:24][C:23]=4[Cl:22])=[O:53])[CH2:48]1)(=[O:62])[C:56]1[CH:61]=[CH:60][CH:59]=[CH:58][CH:57]=1. The yield is 0.510. (6) The reactants are [NH2:1]/[C:2](/[C:9]1[CH:14]=[CH:13][C:12]([N+:15]([O-:17])=[O:16])=[CH:11][CH:10]=1)=[C:3](/[C:7]#[N:8])\[C:4](=[S:6])[NH2:5].OO. The catalyst is C(O)C. The product is [NH2:5][C:4]1[S:6][N:1]=[C:2]([C:9]2[CH:14]=[CH:13][C:12]([N+:15]([O-:17])=[O:16])=[CH:11][CH:10]=2)[C:3]=1[C:7]#[N:8]. The yield is 0.960.